This data is from Reaction yield outcomes from USPTO patents with 853,638 reactions. The task is: Predict the reaction yield, written as a fraction of the theoretical maximum amount of product (1.0 means a 100% yield; for example, 0.34 means a 34% yield). The reactants are [F:1][C:2]1[CH:27]=[CH:26][C:25]([F:28])=[CH:24][C:3]=1[CH2:4][N:5]1[CH2:10][CH2:9][NH:8][C:7]2[N:11]=[CH:12][C:13]([C:15]3[CH:23]=[CH:22][C:18]([C:19]([OH:21])=O)=[CH:17][CH:16]=3)=[CH:14][C:6]1=2.[NH:29]1[CH2:34][CH2:33][O:32][CH2:31][CH2:30]1. No catalyst specified. The product is [F:1][C:2]1[CH:27]=[CH:26][C:25]([F:28])=[CH:24][C:3]=1[CH2:4][N:5]1[CH2:10][CH2:9][NH:8][C:7]2[N:11]=[CH:12][C:13]([C:15]3[CH:16]=[CH:17][C:18]([C:19]([N:29]4[CH2:34][CH2:33][O:32][CH2:31][CH2:30]4)=[O:21])=[CH:22][CH:23]=3)=[CH:14][C:6]1=2. The yield is 0.590.